Dataset: Catalyst prediction with 721,799 reactions and 888 catalyst types from USPTO. Task: Predict which catalyst facilitates the given reaction. (1) Reactant: [CH2:1]([N:8]1[CH2:12][C@H:11]([C:13]2[CH:18]=[CH:17][C:16]([Cl:19])=[CH:15][CH:14]=2)OS1=O)[C:2]1[CH:7]=[CH:6][CH:5]=[CH:4][CH:3]=1.[N-:21]=[N+:22]=[N-:23].[Na+]. Product: [CH2:1]([NH:8][CH2:12][C@H:11]([N:21]=[N+:22]=[N-:23])[C:13]1[CH:18]=[CH:17][C:16]([Cl:19])=[CH:15][CH:14]=1)[C:2]1[CH:7]=[CH:6][CH:5]=[CH:4][CH:3]=1. The catalyst class is: 9. (2) Product: [Cl:33][C:28]1[CH:29]=[CH:30][CH:31]=[CH:32][C:27]=1[C:26](=[O:34])[C:23]([C:24]#[N:25])=[C:22]([NH:37][C@H:38]1[CH2:44][CH2:43][CH2:42][CH2:41][N:40]([CH2:45][C:46]([N:48]2[CH2:49][CH2:50][CH2:51][CH2:52]2)=[O:47])[C:39]1=[O:53])[NH:18][C:15]1[CH:16]=[CH:17][C:11]2[O:10][C:9]([CH3:8])=[CH:13][C:12]=2[CH:14]=1. Reactant: C(N(CC)CC)C.[CH3:8][C:9]1[O:10][C:11]2[CH:17]=[CH:16][C:15]([NH2:18])=[CH:14][C:12]=2[CH:13]=1.Cl.CS[C:22](SC)=[C:23]([C:26](=[O:34])[C:27]1[CH:32]=[CH:31][CH:30]=[CH:29][C:28]=1[Cl:33])[C:24]#[N:25].[NH2:37][C@H:38]1[CH2:44][CH2:43][CH2:42][CH2:41][N:40]([CH2:45][C:46]([N:48]2[CH2:52][CH2:51][CH2:50][CH2:49]2)=[O:47])[C:39]1=[O:53]. The catalyst class is: 10.